Dataset: Reaction yield outcomes from USPTO patents with 853,638 reactions. Task: Predict the reaction yield, written as a fraction of the theoretical maximum amount of product (1.0 means a 100% yield; for example, 0.34 means a 34% yield). The reactants are [OH:1][C:2]1[C:7]([CH3:8])=[C:6]([CH3:9])[C:5]([C:10]2[CH:15]=[CH:14][CH:13]=[C:12]([CH:16]=[O:17])[CH:11]=2)=[C:4]([CH3:18])[C:3]=1[CH3:19].CO.[BH4-].[Na+].Cl. The catalyst is O1CCCC1. The yield is 0.930. The product is [OH:17][CH2:16][C:12]1[CH:11]=[C:10]([C:5]2[C:4]([CH3:18])=[C:3]([CH3:19])[C:2]([OH:1])=[C:7]([CH3:8])[C:6]=2[CH3:9])[CH:15]=[CH:14][CH:13]=1.